This data is from CYP1A2 inhibition data for predicting drug metabolism from PubChem BioAssay. The task is: Regression/Classification. Given a drug SMILES string, predict its absorption, distribution, metabolism, or excretion properties. Task type varies by dataset: regression for continuous measurements (e.g., permeability, clearance, half-life) or binary classification for categorical outcomes (e.g., BBB penetration, CYP inhibition). Dataset: cyp1a2_veith. (1) The compound is CN1CCC(=C2c3ccccc3CCc3sccc32)CC1.O=C(O)C[C@@H](O)C(=O)O. The result is 0 (non-inhibitor). (2) The drug is CCc1ccc(NC(=O)c2cc(C(C)C)on2)cc1. The result is 1 (inhibitor). (3) The drug is CSc1nc(C2CC2)cc(-c2cccs2)c1C#N. The result is 1 (inhibitor). (4) The molecule is COc1ccc(C(=O)N2CCC3(CCN(Cc4nccs4)CC3)CC2)cc1. The result is 0 (non-inhibitor). (5) The drug is CCCCC(=O)OCc1cn(-c2ccc(Cl)cc2)nn1. The result is 1 (inhibitor). (6) The compound is COc1ccccc1CN1CCC2(CC1)CCN(C(=O)c1cc(C(F)(F)F)cc(C(F)(F)F)c1)CC2. The result is 0 (non-inhibitor). (7) The molecule is O=C(O)CC[C@@]1(c2ccccc2)NC(=O)NC1=O. The result is 0 (non-inhibitor). (8) The compound is CO[C@@H]1COC(=O)C/C=C\[C@@H](C)[C@@H]2C=C[C@@H](O)[C@@H](COC(=O)C/C=C\[C@H]1C)O2. The result is 0 (non-inhibitor). (9) The molecule is CC1=NCC[N@@+]1(CCc1ccccc1)Cc1ccccc1. The result is 0 (non-inhibitor). (10) The molecule is Cc1ccc(-n2ncc3c(=O)n(CC(=O)NCC4CCCO4)cnc32)cc1. The result is 0 (non-inhibitor).